Dataset: Peptide-MHC class I binding affinity with 185,985 pairs from IEDB/IMGT. Task: Regression. Given a peptide amino acid sequence and an MHC pseudo amino acid sequence, predict their binding affinity value. This is MHC class I binding data. The peptide sequence is LAVFPAMFW. The MHC is HLA-B27:03 with pseudo-sequence HLA-B27:03. The binding affinity (normalized) is 0.0847.